From a dataset of Catalyst prediction with 721,799 reactions and 888 catalyst types from USPTO. Predict which catalyst facilitates the given reaction. Reactant: CCN(C(C)C)C(C)C.[N:10]1[C:15]2[NH:16][C@@H:17]3[CH2:22][N:21]([C:14]=2[CH:13]=[CH:12][C:11]=1[C:23]1[CH:24]=[C:25]([CH:28]=[CH:29][CH:30]=1)[C:26]#[N:27])[CH2:20][CH2:19][CH2:18]3.ClC(Cl)(O[C:35](=[O:41])OC(Cl)(Cl)Cl)Cl.[NH2:43][C:44]1[CH:45]=[N:46][CH:47]=[CH:48][CH:49]=1. Product: [C:26]([C:25]1[CH:24]=[C:23]([C:11]2[CH:12]=[CH:13][C:14]3[N:21]4[CH2:22][C@H:17]([CH2:18][CH2:19][CH2:20]4)[N:16]([C:35]([NH:43][C:44]4[CH:45]=[N:46][CH:47]=[CH:48][CH:49]=4)=[O:41])[C:15]=3[N:10]=2)[CH:30]=[CH:29][CH:28]=1)#[N:27]. The catalyst class is: 36.